Dataset: Forward reaction prediction with 1.9M reactions from USPTO patents (1976-2016). Task: Predict the product of the given reaction. (1) Given the reactants [Cl:1][C:2]1[CH:7]=[CH:6][C:5]([C:8]([C:10]2[C:18]3[C:17]([S:19]([CH3:22])(=[O:21])=[O:20])=[CH:16][C:15]([F:23])=[CH:14][C:13]=3[N:12]3[CH2:24][CH2:25][CH:26]([CH2:27][C:28]([O:30][C:31]([CH3:34])([CH3:33])[CH3:32])=[O:29])[C:11]=23)=[CH2:9])=[CH:4][CH:3]=1, predict the reaction product. The product is: [Cl:1][C:2]1[CH:7]=[CH:6][C:5]([CH:8]([C:10]2[C:18]3[C:17]([S:19]([CH3:22])(=[O:20])=[O:21])=[CH:16][C:15]([F:23])=[CH:14][C:13]=3[N:12]3[CH2:24][CH2:25][CH:26]([CH2:27][C:28]([O:30][C:31]([CH3:32])([CH3:34])[CH3:33])=[O:29])[C:11]=23)[CH3:9])=[CH:4][CH:3]=1. (2) Given the reactants [CH3:1][C:2]1[C:3]([C:7](=[N:14][O:15][CH2:16][C:17]2[N:22]=[C:21]([NH:23][C:24](=O)OC(C)(C)C)[CH:20]=[CH:19][CH:18]=2)[C:8]2[CH:13]=[CH:12][CH:11]=[CH:10][CH:9]=2)=[N:4][S:5][N:6]=1.[H-].[Na+].I[CH2:34][CH2:35][CH2:36][CH2:37][CH2:38]C.FC(F)(F)C(OC(=O)C(F)(F)F)=O.C([O-])(O)=O.[Na+], predict the reaction product. The product is: [CH2:24]([NH:23][C:21]1[CH:20]=[CH:19][CH:18]=[C:17]([CH2:16][O:15][N:14]=[C:7]([C:3]2[C:2]([CH3:1])=[N:6][S:5][N:4]=2)[C:8]2[CH:9]=[CH:10][CH:11]=[CH:12][CH:13]=2)[N:22]=1)[CH2:34][CH2:35][CH2:36][CH2:37][CH3:38]. (3) Given the reactants [N+:1]([C:4]1[CH:5]=[C:6]2[C:11](=[CH:12][CH:13]=1)[NH:10][C:9](=[O:14])[CH2:8][CH2:7]2)([O-:3])=[O:2].Cl.Cl[CH2:17][CH2:18][N:19]([CH2:22][CH3:23])[CH2:20][CH3:21].C(=O)([O-])[O-].[K+].[K+].O, predict the reaction product. The product is: [CH2:18]([N:19]([CH2:22][CH3:23])[CH2:20][CH2:21][N:10]1[C:11]2[C:6](=[CH:5][C:4]([N+:1]([O-:3])=[O:2])=[CH:13][CH:12]=2)[CH2:7][CH2:8][C:9]1=[O:14])[CH3:17]. (4) Given the reactants Br[C:2]1[CH:7]=[CH:6][C:5]([OH:8])=[C:4]([CH2:9][C:10]2[CH:15]=[CH:14][C:13]([F:16])=[CH:12][CH:11]=2)[CH:3]=1.CC1C=C(C=C(C)C=1CC1C=CC(OCOC)=C(CC2C=CC(F)=CC=2)C=1)C(OC)=O, predict the reaction product. The product is: [F:16][C:13]1[CH:12]=[CH:11][C:10]([CH2:9][C:4]2[CH:3]=[CH:2][CH:7]=[CH:6][C:5]=2[OH:8])=[CH:15][CH:14]=1. (5) The product is: [CH3:38][C@H:14]1[CH2:15][CH2:16][C@H:17]([C:33]([N:23]([CH:21]([CH3:20])[CH3:22])[C:24]2[CH:28]=[CH:27][S:26][C:25]=2[C:29]([O:31][CH3:32])=[O:30])=[O:36])[CH2:18][CH2:19]1. Given the reactants [C:14]1(P([C:14]2[CH:19]=[CH:18][CH:17]=[CH:16][CH:15]=2)[C:14]2[CH:19]=[CH:18][CH:17]=[CH:16][CH:15]=2)[CH:19]=[CH:18][CH:17]=[CH:16][CH:15]=1.[CH3:20][CH:21]([NH:23][C:24]1[CH:28]=[CH:27][S:26][C:25]=1[C:29]([O:31][CH3:32])=[O:30])[CH3:22].[C:33](=[O:36])(O)[O-].[Na+].[CH2:38](Cl)Cl, predict the reaction product.